Dataset: Full USPTO retrosynthesis dataset with 1.9M reactions from patents (1976-2016). Task: Predict the reactants needed to synthesize the given product. The reactants are: [OH-].[Na+].CO.[F:5][C:6]1[CH:30]=[CH:29][C:9]([NH:10][C:11]2[CH:20]=[C:19]([CH2:21][S:22][C:23]3[CH:28]=[CH:27][CH:26]=[CH:25][CH:24]=3)[CH:18]=[CH:17][C:12]=2[C:13]([O:15]C)=[O:14])=[CH:8][CH:7]=1. Given the product [F:5][C:6]1[CH:30]=[CH:29][C:9]([NH:10][C:11]2[CH:20]=[C:19]([CH2:21][S:22][C:23]3[CH:28]=[CH:27][CH:26]=[CH:25][CH:24]=3)[CH:18]=[CH:17][C:12]=2[C:13]([OH:15])=[O:14])=[CH:8][CH:7]=1, predict the reactants needed to synthesize it.